From a dataset of Reaction yield outcomes from USPTO patents with 853,638 reactions. Predict the reaction yield, written as a fraction of the theoretical maximum amount of product (1.0 means a 100% yield; for example, 0.34 means a 34% yield). (1) The reactants are Br[C:2]1[CH:3]=[C:4]([CH:8]([C:23]2([OH:29])[CH2:28][CH2:27][CH2:26][CH2:25][CH2:24]2)[CH2:9][N:10]2[CH2:15][CH2:14][N:13]([C:16]([O:18][C:19]([CH3:22])([CH3:21])[CH3:20])=[O:17])[CH2:12][CH2:11]2)[CH:5]=[CH:6][CH:7]=1.[Cl:30][C:31]1[CH:32]=[C:33](B(O)O)[CH:34]=[CH:35][C:36]=1[Cl:37].C(=O)([O-])[O-].[Na+].[Na+]. The catalyst is COCCOC.C1C=CC([P]([Pd]([P](C2C=CC=CC=2)(C2C=CC=CC=2)C2C=CC=CC=2)([P](C2C=CC=CC=2)(C2C=CC=CC=2)C2C=CC=CC=2)[P](C2C=CC=CC=2)(C2C=CC=CC=2)C2C=CC=CC=2)(C2C=CC=CC=2)C2C=CC=CC=2)=CC=1. The product is [Cl:30][C:31]1[CH:32]=[C:33]([C:2]2[CH:7]=[CH:6][CH:5]=[C:4]([CH:8]([C:23]3([OH:29])[CH2:28][CH2:27][CH2:26][CH2:25][CH2:24]3)[CH2:9][N:10]3[CH2:15][CH2:14][N:13]([C:16]([O:18][C:19]([CH3:20])([CH3:22])[CH3:21])=[O:17])[CH2:12][CH2:11]3)[CH:3]=2)[CH:34]=[CH:35][C:36]=1[Cl:37]. The yield is 0.670. (2) The yield is 0.860. The reactants are [CH2:1]([S:3][C:4]1[N:9]=[N:8][C:7]([C:10]([OH:12])=O)=[CH:6][CH:5]=1)[CH3:2].C1N=CN(C(N2C=NC=C2)=O)C=1.CS(O)(=O)=O.[NH2:30][CH2:31][C:32]1[CH:33]=[C:34]2[C:38](=[CH:39][CH:40]=1)[C:37](=[O:41])[N:36]([CH:42]1[CH2:47][CH2:46][C:45](=[O:48])[NH:44][C:43]1=[O:49])[C:35]2=[O:50].O. The catalyst is CN(C)C=O. The product is [O:49]=[C:43]1[CH:42]([N:36]2[C:35](=[O:50])[C:34]3[C:38](=[CH:39][CH:40]=[C:32]([CH2:31][NH:30][C:10]([C:7]4[N:8]=[N:9][C:4]([S:3][CH2:1][CH3:2])=[CH:5][CH:6]=4)=[O:12])[CH:33]=3)[C:37]2=[O:41])[CH2:47][CH2:46][C:45](=[O:48])[NH:44]1. (3) The reactants are [C:1]1([NH:7][C:8]([NH2:10])=[O:9])[CH:6]=[CH:5][CH:4]=[CH:3][CH:2]=1.Cl[C:12]([S:14](Cl)(=O)=O)=[O:13]. The catalyst is C1COCC1. The product is [C:1]1([N:7]2[C:8](=[O:9])[NH:10][C:12](=[O:13])[S:14]2)[CH:6]=[CH:5][CH:4]=[CH:3][CH:2]=1. The yield is 0.200. (4) The reactants are [H-].[Na+].[CH:3]1([S:6]([NH2:9])(=[O:8])=[O:7])[CH2:5][CH2:4]1.[Cl:10][C:11]1[CH:12]=[C:13]2[C:18](=[C:19]([C:21](O)=[O:22])[CH:20]=1)[NH:17][CH:16]([C:24]1[CH:25]=[C:26]([C:30]3[CH:35]=[CH:34][C:33]([N:36]([CH3:38])[CH3:37])=[CH:32][CH:31]=3)[CH:27]=[CH:28][CH:29]=1)[C:15]([CH3:40])([CH3:39])[CH2:14]2.C(N1C=CN=C1)(N1C=CN=C1)=O. The catalyst is CN(C)C=O. The product is [Cl:10][C:11]1[CH:12]=[C:13]2[C:18](=[C:19]([C:21]([NH:9][S:6]([CH:3]3[CH2:5][CH2:4]3)(=[O:8])=[O:7])=[O:22])[CH:20]=1)[NH:17][CH:16]([C:24]1[CH:25]=[C:26]([C:30]3[CH:31]=[CH:32][C:33]([N:36]([CH3:38])[CH3:37])=[CH:34][CH:35]=3)[CH:27]=[CH:28][CH:29]=1)[C:15]([CH3:40])([CH3:39])[CH2:14]2. The yield is 0.400. (5) The catalyst is C(O)(C)C.O. The product is [Br:1][C:2]1[CH:3]=[CH:4][C:5]2[C:11]3[C:10]([CH2:9][CH2:8][O:7][C:6]=2[CH:17]=1)=[CH:13][NH:14][N:20]=3. The reactants are [Br:1][C:2]1[CH:3]=[CH:4][C:5]2[C:11](=O)/[C:10](=[CH:13]/[N:14](C)C)/[CH2:9][CH2:8][O:7][C:6]=2[CH:17]=1.Cl.Cl.[NH2:20]N. The yield is 0.900. (6) The product is [N+:1]([C:4]1[CH:5]=[C:6]2[C:10](=[CH:11][CH:12]=1)[NH:9][CH:8]=[C:7]2[CH:15]1[CH2:16][CH2:17][C:13](=[O:18])[CH2:14]1)([O-:3])=[O:2]. The reactants are [N+:1]([C:4]1[CH:5]=[C:6]2[C:10](=[CH:11][CH:12]=1)[NH:9][CH:8]=[CH:7]2)([O-:3])=[O:2].[C:13]1(=[O:18])[CH2:17][CH2:16][CH:15]=[CH:14]1. The yield is 0.520. The catalyst is CC#N. (7) The reactants are [C:1]([O:4][CH2:5][C:6]([CH3:36])([CH3:35])[CH2:7][N:8]1[C:14]2[CH:15]=[CH:16][C:17]([Cl:19])=[CH:18][C:13]=2[C@@H:12]([C:20]2[CH:25]=[CH:24][CH:23]=[C:22]([O:26][CH3:27])[C:21]=2[O:28][CH3:29])[O:11][C@H:10]([CH2:30][C:31](O)=[O:32])[C:9]1=[O:34])(=[O:3])[CH3:2].C(N(CC)CC)C.ClC(OCC(C)C)=O.[NH2:52][C:53]1[S:54][C:55]([CH2:64][CH2:65][C:66]([O:68][CH3:69])=[O:67])=[C:56]([C:58]2[CH:63]=[CH:62][CH:61]=[CH:60][CH:59]=2)[N:57]=1.N1C=CC=CC=1. The catalyst is CN(C)C=O.O. The product is [C:1]([O:4][CH2:5][C:6]([CH3:36])([CH3:35])[CH2:7][N:8]1[C:14]2[CH:15]=[CH:16][C:17]([Cl:19])=[CH:18][C:13]=2[C@@H:12]([C:20]2[CH:25]=[CH:24][CH:23]=[C:22]([O:26][CH3:27])[C:21]=2[O:28][CH3:29])[O:11][C@H:10]([CH2:30][C:31]([NH:52][C:53]2[S:54][C:55]([CH2:64][CH2:65][C:66]([O:68][CH3:69])=[O:67])=[C:56]([C:58]3[CH:63]=[CH:62][CH:61]=[CH:60][CH:59]=3)[N:57]=2)=[O:32])[C:9]1=[O:34])(=[O:3])[CH3:2]. The yield is 0.529. (8) The reactants are [N+:1]([C:4]1[C:5]([NH2:16])=[N:6][CH:7]=[CH:8][C:9]=1[C:10]1[CH:15]=[CH:14][CH:13]=[CH:12][N:11]=1)([O-])=O. The catalyst is CO.[Pd]. The product is [N:11]1[CH:12]=[CH:13][CH:14]=[CH:15][C:10]=1[C:9]1[CH:8]=[CH:7][N:6]=[C:5]([NH2:16])[C:4]=1[NH2:1]. The yield is 0.798. (9) The reactants are [OH:1][C@:2]([C:25]1[O:26][C:27]([CH3:30])=[N:28][N:29]=1)([CH3:24])[C:3]#[C:4][C:5]1[CH:6]=[C:7]([N:11]2[C:19]3[C:14](=[CH:15][CH:16]=[CH:17][CH:18]=3)[C:13]([C:20]([O:22]C)=O)=[N:12]2)[CH:8]=[CH:9][CH:10]=1.[NH3:31]. The catalyst is CO. The product is [OH:1][C@:2]([C:25]1[O:26][C:27]([CH3:30])=[N:28][N:29]=1)([CH3:24])[C:3]#[C:4][C:5]1[CH:6]=[C:7]([N:11]2[C:19]3[C:14](=[CH:15][CH:16]=[CH:17][CH:18]=3)[C:13]([C:20]([NH2:31])=[O:22])=[N:12]2)[CH:8]=[CH:9][CH:10]=1. The yield is 0.610. (10) The reactants are [NH2:1][C:2]1[N:10]=[CH:9][N:8]=[C:7]2[C:3]=1[N:4]=[CH:5][N:6]2[C@H:11]1[C@@H:15]2[O:16][C:17]([CH3:20])([CH3:19])[O:18][C@@H:14]2[C@@H:13]([CH2:21][N:22]([CH:27]([CH3:29])[CH3:28])[CH2:23][CH2:24][CH2:25][NH2:26])[O:12]1.[CH2:30]([C:32]1[CH:37]=[CH:36][CH:35]=[C:34]([N:38]=[C:39]=[O:40])[CH:33]=1)[CH3:31]. The catalyst is C(Cl)Cl. The product is [NH2:1][C:2]1[N:10]=[CH:9][N:8]=[C:7]2[C:3]=1[N:4]=[CH:5][N:6]2[C@H:11]1[C@@H:15]2[O:16][C:17]([CH3:19])([CH3:20])[O:18][C@@H:14]2[C@@H:13]([CH2:21][N:22]([CH:27]([CH3:29])[CH3:28])[CH2:23][CH2:24][CH2:25][NH:26][C:39]([NH:38][C:34]2[CH:35]=[CH:36][CH:37]=[C:32]([CH2:30][CH3:31])[CH:33]=2)=[O:40])[O:12]1. The yield is 0.810.